This data is from Catalyst prediction with 721,799 reactions and 888 catalyst types from USPTO. The task is: Predict which catalyst facilitates the given reaction. (1) Reactant: [Br:1][C:2]1[CH:3]=[CH:4][CH:5]=[C:6]2[C:11]=1[N:10]=[C:9]([CH3:12])[CH:8]=[CH:7]2.C1C(=O)N([Br:20])C(=O)C1. Product: [Br:1][C:2]1[CH:3]=[CH:4][CH:5]=[C:6]2[C:11]=1[N:10]=[C:9]([CH2:12][Br:20])[CH:8]=[CH:7]2. The catalyst class is: 734. (2) Reactant: N1[CH:6]=[CH:5][CH:4]=[CH:3][C:2]=1[C:7]1[CH:12]=[CH:11][CH:10]=[CH:9][N:8]=1.C(Br)Br.[CH:16]12CC(CC1)C=[CH:17]2.C=CC1C=CC=CC=1. Product: [CH:10]1[C:9]2[NH:8][C:7]3[C:2](=[CH:3][CH:4]=[CH:5][CH:6]=3)[C:17]=2[CH:16]=[CH:12][CH:11]=1. The catalyst class is: 11. (3) Reactant: [NH2:1][C:2]1[CH:7]=[CH:6][C:5]([CH:8]([CH3:13])[C:9]([O:11]C)=[O:10])=[C:4]([F:14])[CH:3]=1.CO.[C:17]1(=O)[CH2:21][CH2:20][CH2:19][CH2:18]1.C([BH3-])#N.[Na+]. Product: [CH:17]1([NH:1][C:2]2[CH:7]=[CH:6][C:5]([CH:8]([CH3:13])[C:9]([OH:11])=[O:10])=[C:4]([F:14])[CH:3]=2)[CH2:21][CH2:20][CH2:19][CH2:18]1. The catalyst class is: 15. (4) Reactant: [CH3:1][C:2]1[CH:6]=[C:5]([CH3:7])[N:4]([CH:8]([C:10]2[C:11]3[CH2:34][N:33](C(OC(C)(C)C)=O)[CH2:32][CH2:31][C:12]=3[N:13]=[C:14]([NH:16][C:17]3[CH:22]=[CH:21][C:20]([N:23]4[CH:27]=[C:26]([CH3:28])[N:25]=[CH:24]4)=[C:19]([O:29][CH3:30])[CH:18]=3)[N:15]=2)[CH3:9])[N:3]=1.C(O)(C(F)(F)F)=O.C([O-])(O)=O.[Na+]. Product: [CH3:1][C:2]1[CH:6]=[C:5]([CH3:7])[N:4]([CH:8]([C:10]2[C:11]3[CH2:34][NH:33][CH2:32][CH2:31][C:12]=3[N:13]=[C:14]([NH:16][C:17]3[CH:22]=[CH:21][C:20]([N:23]4[CH:27]=[C:26]([CH3:28])[N:25]=[CH:24]4)=[C:19]([O:29][CH3:30])[CH:18]=3)[N:15]=2)[CH3:9])[N:3]=1. The catalyst class is: 2. (5) Reactant: [NH:1]1[CH2:6][CH2:5][CH:4]([CH2:7][CH2:8][OH:9])[CH2:3][CH2:2]1.[C:10](=O)([O:16]C(C)(C)C)[O:11][C:12]([CH3:15])([CH3:14])[CH3:13]. Product: [C:12]([O:11][C:10]([N:1]1[CH2:6][CH2:5][CH:4]([CH2:7][CH2:8][OH:9])[CH2:3][CH2:2]1)=[O:16])([CH3:15])([CH3:14])[CH3:13]. The catalyst class is: 5. (6) The catalyst class is: 185. Reactant: CCN(CC)CC.[CH2:8]([OH:12])[CH2:9][C:10]#[CH:11].[Cl:13][C:14]1[N:22]=[C:21](I)[N:20]=[C:19]2[C:15]=1[N:16]=[CH:17][N:18]2[CH3:24]. Product: [Cl:13][C:14]1[N:22]=[C:21]([C:11]#[C:10][CH2:9][CH2:8][OH:12])[N:20]=[C:19]2[C:15]=1[N:16]=[CH:17][N:18]2[CH3:24]. (7) Reactant: F[C:2]1[CH:7]=[CH:6][C:5]([C:8]([F:11])([F:10])[F:9])=[CH:4][C:3]=1[N+:12]([O-:14])=[O:13].[CH3:15][N:16]([CH3:22])[CH2:17][CH2:18][CH2:19][NH:20][CH3:21].C([O-])(O)=O.[Na+]. Product: [CH3:15][N:16]([CH3:22])[CH2:17][CH2:18][CH2:19][N:20]([CH3:21])[C:2]1[CH:7]=[CH:6][C:5]([C:8]([F:11])([F:10])[F:9])=[CH:4][C:3]=1[N+:12]([O-:14])=[O:13]. The catalyst class is: 76. (8) Reactant: [O:1]1[CH:5]=[CH:4][CH:3]=[C:2]1[C:6]1[CH:7]=[CH:8][C:9]2[C:10]3[CH2:19][CH2:18][CH2:17][C:11]=3[C:12](=[O:16])[NH:13][C:14]=2[CH:15]=1.[Mg].C(O)(=O)C.Cl. Product: [O:1]1[CH:5]=[CH:4][CH:3]=[C:2]1[C:6]1[CH:7]=[CH:8][C:9]2[CH:10]3[CH2:19][CH2:18][CH2:17][CH:11]3[C:12](=[O:16])[NH:13][C:14]=2[CH:15]=1. The catalyst class is: 5.